From a dataset of B-cell epitopes from IEDB database with 3,159 antigens for binding position prediction. Token-level Classification. Given an antigen amino acid sequence, predict which amino acid positions are active epitope sites capable of antibody binding. Output is a list of indices for active positions. (1) Given the antigen sequence: AHHAHHVADAHHAHHVADAHHAHHVADAHHAHHAADAHHAHHAADAHHAHHAAYAHHAHHAADAHHATDAHHAADAHHAADAHHAADAHHAADAHHAHHAADAHHAHHAADAHHAHHAADAHHAHHAADAHHAHHAADAHHAHHAADAHHAHHAADAHHAHHAAYAHHAHHASDAHHAADAHHAAYAHHAHHAADAHHAADAHHAADAHHATDAHHAADAHHAADAHHAADAHHATDAHHAHHAADAHHAAAHHAADAHHAAAHHEAATH, which amino acid positions are active epitope sites? The epitope positions are: [200, 201, 202, 203, 204, 205, 206, 207, 208, 209, 210, 211, 212, 213, 214, 215, 216]. The amino acids at these positions are: DAHHAADAHHATDAHHA. (2) Given the antigen sequence: MPIMGSSVYITVELAIAVLAILGNVLVCWAVWLNSNLQNVTNYFVVSLAAADIAVGVLAIPFAITISTGFCAACHGCLFIACFVLVLTQSSIFSLLAIAIDRYIAIRIPLRYNGLVTGTRAKGIIAICWVLSFAIGLTPMLGWNNCGQPKEGKNHSQGCGEGQVACLFEDVVPMNYMVYFNFFACVLVPLLLMLGVYLRIFLAARRQLKQMESQPLPGERARSTLQKEVHAAKSLAIIVGLFALCWLPLHIINCFTFFCPDCSHAPLWLMYLAIVLSHTNSVVNPFIYAYRIREFRQTFRKIIRSHVLRQQEPFKAAGTSARVLAAHGSDGEQVSLRLNGHPPGVWANGSAPHPERRPNGYALGLVSGGSAQESQGNTGLPDVELLSHELKGVCPEPPGLDDPLAQDGAGVS, which amino acid positions are active epitope sites? The epitope positions are: [166, 167, 168, 169, 170, 171, 172]. The amino acids at these positions are: LFEDVVP. (3) Given the antigen sequence: MGARASVLSGGKLDKWEKIRLRPGGKKQYKLKHLVWASRELERFAINPGLLETGEGCQQIIEQLQPTLKTGSEEFRSLYNTIAVLYCVHQRIDVKDTKEAVDKIEEIQNKSKQKTQQAAADTRSSSSISQNYPIVQNAQGQMVHQAMSPRTLNAWVKVIEEKAFSPEVIPMFTALSEGATPQDLNMMLNIVGGHQAAMQMLKDTINEEAAEWDRVHPVHAGPAPPGQMREPRGSDIAGTTSTLQDQIGWMTSNPPIPVGEIYKRWIVLGLNKIVRMYSPVSILDIRQGPKEPFRDYVDRFFKTLRAEQATQDVKNWMTETLLVQNANPDCKTILRALGPGATLEEMMTACQGVGGPGHKARVLAEAMSQIQNTNIMMQRGNFKGQKRIKCFNCGKEGHLARNCRAPRKKGCWKCGSEGHQMKDCTERQANFLRENLAFQQREARKLXSKQTGAISPTSRELWDEGRDTLLPEAGAEGQGTAPSFSFPQITLWQRPIXTVR..., which amino acid positions are active epitope sites? The epitope positions are: [252, 253, 254, 255, 256, 257, 258, 259, 260]. The amino acids at these positions are: NPPIPVGEI. (4) Given the antigen sequence: MATPSMMPQWAYMHIAGQDASEYLSPGLVQFARATDTYFSMGNKFRNPTVAPTHDVTTDRSQRLMLRFVPVDREDNTYSYKVRYTLAVGDNRVLDMASTFFDIRGVLDRGPSFKPYSGTAYNSLAPKGAPNTSQWIVTAGEERAVTTTTNTFGIASMKGDNITKEGLEIGKDITADNKPIYADKTYQPEPQVGEESWTDTDGTNEKFGGRALKPATKMKPCYGSFARPTNIKGGQAKNRKVKPTEGDVETEEPDIDMEFFDGREAADAFSPEIVLYTENVNLETPDSHVVYKPGTSDDNSHANLGQQAMPNRPNYIGFRDNFVGLMYYNSTGNMGVLAGQASQLNAVVDLQDRNTELSYQLLLDSLGDRTRYFSMWNQAVDSYDPDVRIIENHGIEDELPNYCFPLDGIGPAKTYQGIKSKDNGWEKDDNVSKSNEIAIGNNQAMEINIQANLWRSFLYSNVALYLPDVYKYTPTNITLPANTNTYEYMNGRVVSPSLVD..., which amino acid positions are active epitope sites? The epitope positions are: [259, 260, 261, 262, 263, 264, 265, 266, 267, 268, 269, 270, 271, 272, 273]. The amino acids at these positions are: FDGREAADAFSPEIV. (5) Given the antigen sequence: MGKFLTTLILFLQFCPPILCYYSPSCCTLTIGVSSYHSKPCNPAQPVCSWTLDLLALSADQALQPPCPNLVSYSNYHATYSLYLFPHWIKKPNRNGGGYYSASYSDPCSLKCPYLGCQSWTCPYTGAVSSPYWKFQQDVNFTQEVSRLNINLHFSKCGFPFSLLVDAPGYDPIWLLNTEPSQLPPTAPPLLPHSNLDHILEPSIPWKSKLLTLVQLTLQSTNYTCIVCIDRASLSTWHVLYSPNVSIPSSSSTPLLYPSLALPAPHLTLPFNWTHCFDPQIQAIVSSPCHNSLILPPFSLSPVPTLRSRSRRAVPVAVWLVSALAMGTGIAGGITGSMSLASGKSLLHEVDKDISQLTQAIVKNRKNLLKIAQYAAQNRRGLDLLFWEQGGLCKALQEQCCFLNITNSHVSILQERPPLENRVLTGWGLNWDLGLSQWAREALQTGITLVALLLLVILAGPC, which amino acid positions are active epitope sites? The epitope positions are: [202, 203, 204, 205, 206, 207, 208, 209, 210, 211, 212, 213]. The amino acids at these positions are: SIPWKSKLLTLV. (6) The epitope positions are: [351, 352, 353, 354, 355, 356, 357, 358, 359, 360, 361, 362]. The amino acids at these positions are: NGNATPQLTKNA. Given the antigen sequence: MDSPCLVALLVLSFVIGSCFSDNPIDSCWRGDSNWAQNRMKLADCAVGFGSSTMGGKGGDLYTVTNSDDDPVNPAPGTLRYGATRDRPLWIIFSGNMNIKLKMPMYIAGYKTFDGRGAQVYIGNGGPCVFIKRVSNVIIHGLHLYGCSTSVLGNVLINESFGVEPVHPQDGDALTLRTATNIWIDHNSFSNSSDGLVDVTLSSTGVTISNNLFFNHHKVMLLGHDDAYSDDKSMKVTVAFNQFGPNCGQRMPRARYGLVHVANNNYDPWTIYAIGGSSNPTILSEGNSFTAPNESYKKQVTIRIGCKTSSSCSNWVWQSTQDVFYNGAYFVSSGKYEGGNIYTKKEAFNVENGNATPQLTKNAGVLTCSLSKRC, which amino acid positions are active epitope sites? (7) Given the antigen sequence: MTPGTQSPFFLLLLLTVLTVVTGSGHASSTPGGEKETSATQRSSVPSSTEKNAVSMTSSVLSSHSPGSGSSTTQGQDVTLAPATEPASGSAATWGQDVTSVPVTRPALGSTTPPAHDVTSAPDNKPAPGSTAPPAHGVTSAPDTRPAPGSTAPPAHGVTSAPDTRPAPGSTAPPAHGVTSAPDTRPAPGSTAPPAHGVTSAPDTRPAPGSTAPPAHGVTSAPDTRPAPGSTAPPAHGVTSAPDTRPAPGSTAPPAHGVTSAPDTRPAPGSTAPPAHGVTSAPDTRPAPGSTAPPAHGVTSAPDTRPAPGSTAPPAHGVTSAPDTRPAPGSTAPPAHGVTSAPDTRPAPGSTAPPAHGVTSAPDTRPAPGSTAPPAHGVTSAPDTRPAPGSTAPPAHGVTSAPDTRPAPGSTAPPAHGVTSAPDTRPAPGSTAPPAHGVTSAPDTRPAPGSTAPPAHGVTSAPDTRPAPGSTAPPAHGVTSAPDTRPAPGSTAPPAHGVTS..., which amino acid positions are active epitope sites? The epitope positions are: [139, 140, 141, 142, 143, 144, 145, 146, 147]. The amino acids at these positions are: SAPDTRPAP. (8) Given the antigen sequence: GNNSGQPSTVVDNTLMVVIAMYYSCCKQGWSEEDIERRLVFFANGDDIILAVRDEDVWLYDTLSASFAELGLNYNFDERTKKREELWFMSHQAMLVDGIYIPKLEPERIVSILEWDRSKEIMHRTEAICAAMIEAWGYTELLQEIRKFYLWLLSKDEFKELAASGKAPYIAETALKKLYTDVNTQPSELQRYLEVLDFNHTDGCCESVSLQSGKEKETVENLDAGKDSKKDTSGKGDKPQSLQTGQGSKEPTKAGTVSKDMNVGSKGKEVPRLQKITKKMNLPTVGGKIILSLDHLLEYKPNQVDLFNTRATKTQFESWYSAVKVEYDLNDEQMGVIMNGFMVWCIDNGTSPDVNGVWVMMDGEEQVEYPLKPIAENAKPTLRQIMHHFSDAAVAYIEMRNSESPYMPRYGLLRNLRDRELARYAFDFYEVTSKTPNRAREAIAQMKAAALAGINSRLFGLDGNISTNSENTERHTARDVNQNMHTLLGMGPPQ, which amino acid positions are active epitope sites? The epitope positions are: [364, 365, 366, 367, 368, 369, 370, 371, 372, 373]. The amino acids at these positions are: EQVEYPLKPI. (9) Given the antigen sequence: MKKTAIALVVAGLAAASVAQAAPQENTFYAGVKAGQGSFHDGINNNGAIKKGLSSSNYGYRRNTFTYGVFGGYQILNQDNFGLAAELGYDDFGRAKLREAGKPKAKHTNHGAYLSLKGSYEVLDGLDVYGKAGVALVRSDYKFYEDANGTRDHKKGRHTARASGLFAVGAEYAVLPELAVRLEYQWLTRVGKYRPQDKPNTAINYNPWIGCINAGISYRFGQGEAPVVAAPEMVSKTFSLNSDVTFAFGKANLKPQAQATLDSVYGEISQVKSRKVAVAGYTNRIGSDAFNVKLSQERADSVANYFVAKGVAADAISATGYGEANPVTGATCDQVKGRKALIACLAPDRRVEIAVNGTK, which amino acid positions are active epitope sites? The epitope positions are: [190, 191, 192, 193, 194, 195, 196, 197, 198, 199, 200, 201, 202, 203, 204, 205]. The amino acids at these positions are: GKYRPQDKPNTAINYN. (10) The epitope positions are: [110, 111, 112, 113, 114, 115, 116, 117, 118, 119, 120, 121, 122, 123, 124, 125, 126, 127, 128, 129]. The amino acids at these positions are: DPRRRSRNLGKVIDTFTCGL. Given the antigen sequence: MSTNPKPQRKTKRNTNRRPQDVKFPGGGQIVGGVYLLPRRGPRLGVRATRKTSERSQPRGRRQPIPKARRPEGRTWAQPGYPWPLYGNEGLGWAGWLLSPRGSRPSWGPTDPRRRSRNLGKVIDTFTCGLADLMGYIPLVGAPLGGAARALAHGVRVLEDSVNYATGNLPGCSFSIFLLALLSCLTIPASA, which amino acid positions are active epitope sites?